This data is from Full USPTO retrosynthesis dataset with 1.9M reactions from patents (1976-2016). The task is: Predict the reactants needed to synthesize the given product. Given the product [OH:23][CH:22]([C:2]1[CH:3]=[C:4]([CH:9]=[CH:10][CH:11]=1)[C:5]([NH:7][CH3:8])=[O:6])[C:21]1[CH:24]=[CH:25][C:18]([F:17])=[CH:19][CH:20]=1, predict the reactants needed to synthesize it. The reactants are: Br[C:2]1[CH:3]=[C:4]([CH:9]=[CH:10][CH:11]=1)[C:5]([NH:7][CH3:8])=[O:6].C([Li])CCC.[F:17][C:18]1[CH:25]=[CH:24][C:21]([CH:22]=[O:23])=[CH:20][CH:19]=1.